From a dataset of Forward reaction prediction with 1.9M reactions from USPTO patents (1976-2016). Predict the product of the given reaction. (1) Given the reactants Cl.Cl.[NH2:3][CH:4]1[CH2:9]CN(CC2(F)C3=C(F)C=NC4C=CC(=O)N(C=43)C2)C[CH2:5]1.[O:26]1[C:31]2=[CH:32][N:33]=[C:34]([CH2:36][NH:37][CH:38]3[CH2:43][CH2:42][N:41]([CH2:44][C@@:45]4([OH:59])[C:49]5=[C:50]([F:58])[CH:51]=[N:52][C:53]6[CH:54]=[CH:55][C:56](=[O:57])[N:47]([C:48]=65)[CH2:46]4)[CH2:40][CH2:39]3)[CH:35]=[C:30]2[CH2:29][CH2:28][CH2:27]1.[NH2:60][CH:61]1[CH2:66][CH2:65][N:64]([CH2:67][C:68]2([F:82])[C:72]3=[C:73]([F:81])[CH:74]=[N:75][C:76]4[CH:77]=[CH:78][C:79](=[O:80])[N:70]([C:71]=43)[CH2:69]2)[CH2:63][CH2:62]1, predict the reaction product. The product is: [CH:4]([NH2:3])([CH3:9])[CH3:5].[O:26]1[C:31]2=[CH:32][N:33]=[C:34]([CH2:36][NH:37][CH:38]3[CH2:43][CH2:42][N:41]([CH2:44][C@@:45]4([OH:59])[C:49]5=[C:50]([F:58])[CH:51]=[N:52][C:53]6[CH:54]=[CH:55][C:56](=[O:57])[N:47]([C:48]=65)[CH2:46]4)[CH2:40][CH2:39]3)[CH:35]=[C:30]2[CH2:29][CH2:28][CH2:27]1.[NH2:60][CH:61]1[CH2:62][CH2:63][N:64]([CH2:67][C:68]2([F:82])[C:72]3=[C:73]([F:81])[CH:74]=[N:75][C:76]4[CH:77]=[CH:78][C:79](=[O:80])[N:70]([C:71]=43)[CH2:69]2)[CH2:65][CH2:66]1. (2) Given the reactants [F:1][C:2]1[CH:3]=[C:4]([N:23]2[CH2:27][CH:26]([CH2:28][OH:29])[O:25][C:24]2=[O:30])[CH:5]=[CH:6][C:7]=1[C:8]1[CH:9]=[N:10][C:11]([NH:14][C:15]2[N:16]=[N:17][N:18](COC)[CH:19]=2)=[CH:12][CH:13]=1.Cl, predict the reaction product. The product is: [NH:18]1[CH:19]=[C:15]([NH:14][C:11]2[N:10]=[CH:9][C:8]([C:7]3[CH:6]=[CH:5][C:4]([N:23]4[CH2:27][CH:26]([CH2:28][OH:29])[O:25][C:24]4=[O:30])=[CH:3][C:2]=3[F:1])=[CH:13][CH:12]=2)[N:16]=[N:17]1. (3) Given the reactants [Si:1]([O:8][C@H:9]1[C@@H:14]([O:15][Si:16]([C:19]([CH3:22])([CH3:21])[CH3:20])([CH3:18])[CH3:17])[C@H:13]([CH3:23])[CH2:12][C@@H:11]([C:24]2[CH:29]=[CH:28][N:27]=[CH:26][C:25]=2[NH2:30])[CH2:10]1)([C:4]([CH3:7])([CH3:6])[CH3:5])([CH3:3])[CH3:2].[Br:31][C:32]1[N:37]=[C:36]([C:38](O)=[O:39])[CH:35]=[CH:34][C:33]=1[F:41], predict the reaction product. The product is: [Si:1]([O:8][C@H:9]1[C@@H:14]([O:15][Si:16]([C:19]([CH3:21])([CH3:22])[CH3:20])([CH3:18])[CH3:17])[C@H:13]([CH3:23])[CH2:12][C@@H:11]([C:24]2[CH:29]=[CH:28][N:27]=[CH:26][C:25]=2[NH:30][C:38](=[O:39])[C:36]2[CH:35]=[CH:34][C:33]([F:41])=[C:32]([Br:31])[N:37]=2)[CH2:10]1)([C:4]([CH3:5])([CH3:6])[CH3:7])([CH3:3])[CH3:2]. (4) Given the reactants [OH:1][CH2:2][C@H:3]1[CH2:8][CH2:7][CH2:6][CH2:5][C@@H:4]1[N:9]([C@H:16]([C:18]1[CH:23]=[CH:22][CH:21]=[CH:20][CH:19]=1)[CH3:17])[CH2:10][C:11]([O:13][CH2:14][CH3:15])=[O:12].C(N(CC)CC)C.[CH3:31][S:32](Cl)(=[O:34])=[O:33], predict the reaction product. The product is: [CH3:31][S:32]([O:1][CH2:2][C@H:3]1[CH2:8][CH2:7][CH2:6][CH2:5][C@@H:4]1[N:9]([C@H:16]([C:18]1[CH:19]=[CH:20][CH:21]=[CH:22][CH:23]=1)[CH3:17])[CH2:10][C:11]([O:13][CH2:14][CH3:15])=[O:12])(=[O:34])=[O:33]. (5) Given the reactants [CH:1]1([CH:7](O)[C:8]([O:10][CH2:11][C:12]2[CH:17]=[CH:16][CH:15]=[CH:14][CH:13]=2)=[O:9])[CH2:6][CH2:5][CH2:4][CH2:3][CH2:2]1.FC(F)(F)S(OS(C(F)(F)F)(=O)=O)(=O)=O.N1C(C)=CC=CC=1C.C(N(C(C)C)CC)(C)C.Cl.Cl.[F:53][C:54]1[CH:55]=[C:56]([C:60]2([CH2:66][CH2:67][N:68]3[C@H:73]4[CH2:74][CH2:75][C@@H:69]3[CH2:70][CH:71]([N:76]3[C:80]5[CH:81]=[CH:82][CH:83]=[CH:84][C:79]=5[N:78]=[C:77]3[CH3:85])[CH2:72]4)[CH2:65][CH2:64][NH:63][CH2:62][CH2:61]2)[CH:57]=[CH:58][CH:59]=1, predict the reaction product. The product is: [CH:1]1([CH:7]([N:63]2[CH2:62][CH2:61][C:60]([C:56]3[CH:57]=[CH:58][CH:59]=[C:54]([F:53])[CH:55]=3)([CH2:66][CH2:67][N:68]3[C@H:69]4[CH2:75][CH2:74][C@@H:73]3[CH2:72][CH:71]([N:76]3[C:80]5[CH:81]=[CH:82][CH:83]=[CH:84][C:79]=5[N:78]=[C:77]3[CH3:85])[CH2:70]4)[CH2:65][CH2:64]2)[C:8]([O:10][CH2:11][C:12]2[CH:17]=[CH:16][CH:15]=[CH:14][CH:13]=2)=[O:9])[CH2:6][CH2:5][CH2:4][CH2:3][CH2:2]1. (6) Given the reactants C(N(CC)CC)C.[CH3:8][O:9][C:10]1[C:11]([CH3:19])=[CH:12][N:13]2[C:18]=1[CH:17]=[CH:16][CH:15]=[CH:14]2.[N+:20]([C:23]1[CH:31]=[CH:30][C:26]([C:27](Cl)=[O:28])=[CH:25][CH:24]=1)([O-:22])=[O:21].C(=O)([O-])O.[Na+], predict the reaction product. The product is: [CH3:8][O:9][C:10]1[C:11]([CH3:19])=[C:12]([C:27]([C:26]2[CH:25]=[CH:24][C:23]([N+:20]([O-:22])=[O:21])=[CH:31][CH:30]=2)=[O:28])[N:13]2[C:18]=1[CH:17]=[CH:16][CH:15]=[CH:14]2.